This data is from Full USPTO retrosynthesis dataset with 1.9M reactions from patents (1976-2016). The task is: Predict the reactants needed to synthesize the given product. (1) Given the product [C:13]([C:12]1[CH:15]=[C:8]([C:6]2[CH:5]=[CH:4][N:3]=[C:2]([NH:23][C:24]3[CH:40]=[CH:39][C:27]([O:28][CH2:29][CH2:30][NH:31][C:32](=[O:38])[O:33][C:34]([CH3:37])([CH3:36])[CH3:35])=[C:26]([O:41][CH3:42])[CH:25]=3)[N:7]=2)[CH:9]=[CH:10][C:11]=1[O:16][CH:17]1[CH2:22][CH2:21][O:20][CH2:19][CH2:18]1)#[N:14], predict the reactants needed to synthesize it. The reactants are: Cl[C:2]1[N:7]=[C:6]([C:8]2[CH:9]=[CH:10][C:11]([O:16][CH:17]3[CH2:22][CH2:21][O:20][CH2:19][CH2:18]3)=[C:12]([CH:15]=2)[C:13]#[N:14])[CH:5]=[CH:4][N:3]=1.[NH2:23][C:24]1[CH:40]=[CH:39][C:27]([O:28][CH2:29][CH2:30][NH:31][C:32](=[O:38])[O:33][C:34]([CH3:37])([CH3:36])[CH3:35])=[C:26]([O:41][CH3:42])[CH:25]=1. (2) Given the product [C:1]([N:25]([CH:26]1[CH2:31][CH2:30][CH2:29][CH2:28][CH2:27]1)[C:12]1[C:13]2[C:14](=[O:24])[C:15]3[C:20](=[CH:19][CH:18]=[CH:17][CH:16]=3)[C:21](=[O:23])[C:22]=2[C:9]([Br:8])=[CH:10][CH:11]=1)(=[O:3])[CH3:2], predict the reactants needed to synthesize it. The reactants are: [C:1](OC(=O)C)(=[O:3])[CH3:2].[Br:8][C:9]1[C:22]2[C:21](=[O:23])[C:20]3[C:15](=[CH:16][CH:17]=[CH:18][CH:19]=3)[C:14](=[O:24])[C:13]=2[C:12]([NH:25][CH:26]2[CH2:31][CH2:30][CH2:29][CH2:28][CH2:27]2)=[CH:11][CH:10]=1.S(=O)(=O)(O)O. (3) Given the product [Br:1][C:2]1[CH:3]=[C:4](/[C:8](=[CH:17]/[N:18]([CH3:20])[CH3:19])/[C:9]([O:11][CH2:12][CH3:13])=[O:10])[CH:5]=[N:6][CH:7]=1, predict the reactants needed to synthesize it. The reactants are: [Br:1][C:2]1[CH:3]=[C:4]([CH2:8][C:9]([O:11][CH2:12][CH3:13])=[O:10])[CH:5]=[N:6][CH:7]=1.C(O[CH:17](OCC)[N:18]([CH3:20])[CH3:19])C. (4) Given the product [C:17]([C:11]1[S:10][C:9]([NH:8][C:6](=[O:7])[O:5][C:1]([CH3:2])([CH3:3])[CH3:4])=[C:13]([C:14]([N:31]2[CH2:32][CH2:33][N:28]([CH3:27])[C:29](=[O:36])[C:30]2([CH3:35])[CH3:34])=[O:16])[CH:12]=1)([CH3:20])([CH3:19])[CH3:18], predict the reactants needed to synthesize it. The reactants are: [C:1]([O:5][C:6]([NH:8][C:9]1[S:10][C:11]([C:17]([CH3:20])([CH3:19])[CH3:18])=[CH:12][C:13]=1[C:14]([OH:16])=O)=[O:7])([CH3:4])([CH3:3])[CH3:2].P(Cl)(Cl)(Cl)(Cl)Cl.[CH3:27][N:28]1[CH2:33][CH2:32][NH:31][C:30]([CH3:35])([CH3:34])[C:29]1=[O:36].CCN(C(C)C)C(C)C.